This data is from TCR-epitope binding with 47,182 pairs between 192 epitopes and 23,139 TCRs. The task is: Binary Classification. Given a T-cell receptor sequence (or CDR3 region) and an epitope sequence, predict whether binding occurs between them. The epitope is SSTFNVPMEKLK. The TCR CDR3 sequence is CASNFGVEDEQYF. Result: 0 (the TCR does not bind to the epitope).